From a dataset of Reaction yield outcomes from USPTO patents with 853,638 reactions. Predict the reaction yield, written as a fraction of the theoretical maximum amount of product (1.0 means a 100% yield; for example, 0.34 means a 34% yield). (1) The reactants are [F:1][C:2]([F:28])([F:27])[C:3]([N:5]1[CH2:10][CH2:9][CH:8]([CH:11]2[C:24]3[CH:23]=[CH:22][C:21]([C:25]#[N:26])=[CH:20][C:19]=3[O:18][C:17]3[C:12]2=[CH:13][CH:14]=[CH:15][CH:16]=3)[CH2:7][CH2:6]1)=[O:4].Cl.[OH-:30].[NH4+:31].C(=O)([O-])[O-].[K+].[K+].O. The catalyst is C(O)C. The product is [OH:30][NH:26][C:25]([C:21]1[CH:22]=[CH:23][C:24]2[CH:11]([CH:8]3[CH2:7][CH2:6][N:5]([C:3](=[O:4])[C:2]([F:27])([F:1])[F:28])[CH2:10][CH2:9]3)[C:12]3[C:17]([O:18][C:19]=2[CH:20]=1)=[CH:16][CH:15]=[CH:14][CH:13]=3)=[NH:31]. The yield is 0.734. (2) The reactants are [CH3:1][C:2]1[N:6]=[C:5]([C:7]2[CH:12]=[CH:11][C:10]([N+:13]([O-])=O)=[CH:9][CH:8]=2)[O:4][N:3]=1. The catalyst is C(O)(=O)C.[Fe]. The product is [CH3:1][C:2]1[N:6]=[C:5]([C:7]2[CH:12]=[CH:11][C:10]([NH2:13])=[CH:9][CH:8]=2)[O:4][N:3]=1. The yield is 0.400. (3) The reactants are Br[C:2]1[CH:3]=[C:4]([C:9]2([C:20]3[CH:21]=[N:22][CH:23]=[N:24][CH:25]=3)[C:17]3[C:12](=[C:13]([F:18])[CH:14]=[CH:15][CH:16]=3)[C:11]([NH2:19])=[N:10]2)[CH:5]=[CH:6][C:7]=1[F:8].[F:26][C:27]1[C:32]([O:33][CH3:34])=[CH:31][CH:30]=[CH:29][C:28]=1B(O)O. No catalyst specified. The product is [F:26][C:27]1[C:32]([O:33][CH3:34])=[CH:31][CH:30]=[CH:29][C:28]=1[C:2]1[C:7]([F:8])=[CH:6][CH:5]=[C:4]([C:9]2([C:20]3[CH:21]=[N:22][CH:23]=[N:24][CH:25]=3)[C:17]3[C:12](=[C:13]([F:18])[CH:14]=[CH:15][CH:16]=3)[C:11]([NH2:19])=[N:10]2)[CH:3]=1. The yield is 0.180. (4) The reactants are [NH2:1][C:2]1[CH:10]=[CH:9][CH:8]=[C:7]2[C:3]=1[C:4](=[O:21])[N:5]([C:12]1([CH3:20])[CH2:17][CH2:16][C:15](=[O:18])[NH:14][C:13]1=[O:19])[C:6]2=[O:11].[C:22](Cl)(=[O:27])[CH2:23][CH2:24][CH2:25][CH3:26].CO. The catalyst is C1COCC1. The product is [CH3:20][C:12]1([N:5]2[C:4](=[O:21])[C:3]3[C:7](=[CH:8][CH:9]=[CH:10][C:2]=3[NH:1][C:22](=[O:27])[CH2:23][CH2:24][CH2:25][CH3:26])[C:6]2=[O:11])[CH2:17][CH2:16][C:15](=[O:18])[NH:14][C:13]1=[O:19]. The yield is 0.810. (5) The reactants are [Cl:1][C:2]1[S:6][C:5]([C:7]([OH:9])=O)=[CH:4][C:3]=1[C:10]1[N:14]([CH3:15])[N:13]=[CH:12][C:11]=1[Cl:16].[NH2:17][C@@H:18]([CH2:31][C:32]1[CH:37]=[CH:36][CH:35]=[C:34]([C:38]([F:41])([F:40])[F:39])[CH:33]=1)[CH2:19][N:20]1[C:28](=[O:29])[C:27]2[C:22](=[CH:23][CH:24]=[CH:25][CH:26]=2)[C:21]1=[O:30].CC(OC(N[C@H](C(O)=O)CC1C=CC=CC=1C(F)(F)F)=O)(C)C.C1CN([P+](Br)(N2CCCC2)N2CCCC2)CC1.F[P-](F)(F)(F)(F)F.CCN(C(C)C)C(C)C. The catalyst is C(Cl)(Cl)Cl. The product is [Cl:1][C:2]1[S:6][C:5]([C:7]([NH:17][C@@H:18]([CH2:31][C:32]2[CH:37]=[CH:36][CH:35]=[C:34]([C:38]([F:41])([F:39])[F:40])[CH:33]=2)[CH2:19][N:20]2[C:21](=[O:30])[C:22]3[C:27](=[CH:26][CH:25]=[CH:24][CH:23]=3)[C:28]2=[O:29])=[O:9])=[CH:4][C:3]=1[C:10]1[N:14]([CH3:15])[N:13]=[CH:12][C:11]=1[Cl:16]. The yield is 0.560. (6) The reactants are [F:1][C:2]([F:20])([F:19])[C:3]1[CH:4]=[C:5]([C:9]2[CH:17]=[CH:16][CH:15]=[C:14]3[C:10]=2[CH2:11][C:12](=[O:18])[NH:13]3)[CH:6]=[CH:7][CH:8]=1.[CH2:21]([N:23]([CH2:37][CH3:38])[CH2:24][CH2:25][NH:26][C:27]([C:29]1[CH:33]=[C:32]([CH3:34])[NH:31][C:30]=1[CH:35]=O)=[O:28])[CH3:22]. The catalyst is C(O)C.N1CCCCC1. The product is [CH2:37]([N:23]([CH2:21][CH3:22])[CH2:24][CH2:25][NH:26][C:27]([C:29]1[CH:33]=[C:32]([CH3:34])[NH:31][C:30]=1[CH:35]=[C:11]1[C:10]2[C:14](=[CH:15][CH:16]=[CH:17][C:9]=2[C:5]2[CH:6]=[CH:7][CH:8]=[C:3]([C:2]([F:1])([F:19])[F:20])[CH:4]=2)[NH:13][C:12]1=[O:18])=[O:28])[CH3:38]. The yield is 0.220. (7) The reactants are Br[C:2]1[C:7](=[O:8])[N:6]([CH2:9][C:10]2[CH:15]=[CH:14][C:13]([C:16]3[C:17]([C:22]#[N:23])=[CH:18][CH:19]=[CH:20][CH:21]=3)=[CH:12][CH:11]=2)[C:5]([CH2:24][CH2:25][CH3:26])=[N:4][C:3]=1[CH2:27][CH3:28].[F:29][C:30]1[CH:31]=[C:32](B(O)O)[CH:33]=[CH:34][C:35]=1[O:36][CH:37]([CH3:39])[CH3:38].C(=O)([O-])[O-].[Cs+].[Cs+]. The catalyst is O1CCOCC1.C(OCC)(=O)C.C1C=CC(P(C2C=CC=CC=2)[C-]2C=CC=C2)=CC=1.C1C=CC(P(C2C=CC=CC=2)[C-]2C=CC=C2)=CC=1.Cl[Pd]Cl.[Fe+2]. The product is [CH2:27]([C:3]1[N:4]=[C:5]([CH2:24][CH2:25][CH3:26])[N:6]([CH2:9][C:10]2[CH:11]=[CH:12][C:13]([C:16]3[C:17]([C:22]#[N:23])=[CH:18][CH:19]=[CH:20][CH:21]=3)=[CH:14][CH:15]=2)[C:7](=[O:8])[C:2]=1[C:32]1[CH:33]=[CH:34][C:35]([O:36][CH:37]([CH3:38])[CH3:39])=[C:30]([F:29])[CH:31]=1)[CH3:28]. The yield is 0.910.